Dataset: Catalyst prediction with 721,799 reactions and 888 catalyst types from USPTO. Task: Predict which catalyst facilitates the given reaction. (1) Reactant: [CH:1]1([CH2:4][O:5][C:6]2[CH:11]=[CH:10][C:9]([C:12]3[O:13][C:14]4[CH2:24][CH2:23][C:18]5(OCC[O:19]5)[CH2:17][C:15]=4[N:16]=3)=[CH:8][C:7]=2[F:25])[CH2:3][CH2:2]1.C1COCC1.Cl.C(=O)([O-])O.[Na+]. Product: [CH:1]1([CH2:4][O:5][C:6]2[CH:11]=[CH:10][C:9]([C:12]3[O:13][C:14]4[CH2:24][CH2:23][CH:18]([OH:19])[CH2:17][C:15]=4[N:16]=3)=[CH:8][C:7]=2[F:25])[CH2:2][CH2:3]1. The catalyst class is: 72. (2) Reactant: [Cl:1][C:2]1[CH:17]=[C:16]([NH:18][C:19]2[C:20]3[N:27]([CH2:28][CH2:29][OH:30])[CH:26]=[CH:25][C:21]=3[N:22]=[CH:23][N:24]=2)[CH:15]=[CH:14][C:3]=1[O:4][C:5]1[CH:6]=[C:7]([CH:11]=[CH:12][CH:13]=1)[C:8](O)=[O:9].[C:31]([NH2:35])([CH3:34])([CH3:33])[CH3:32].Cl.C(N=C=NCCCN(C)C)C.ON1C2C=CC=CC=2N=N1. Product: [C:31]([NH:35][C:8](=[O:9])[C:7]1[CH:11]=[CH:12][CH:13]=[C:5]([O:4][C:3]2[CH:14]=[CH:15][C:16]([NH:18][C:19]3[C:20]4[N:27]([CH2:28][CH2:29][OH:30])[CH:26]=[CH:25][C:21]=4[N:22]=[CH:23][N:24]=3)=[CH:17][C:2]=2[Cl:1])[CH:6]=1)([CH3:34])([CH3:33])[CH3:32]. The catalyst class is: 9. (3) Reactant: [CH3:1][CH2:2][C@@H:3]([CH:28]([CH3:30])[CH3:29])[CH2:4][CH2:5][C@H:6]([C@@H:8]1[C@:25]2([CH3:26])[C@H:11]([C@H:12]3[C@H:22]([CH2:23][CH2:24]2)[C@:20]2([CH3:21])[C:15](=[CH:16][C:17](=O)[CH2:18][CH2:19]2)[CH2:14][CH2:13]3)[CH2:10][CH2:9]1)[CH3:7].Cl.[NH2:32][OH:33]. Product: [CH3:1][CH2:2][C@@H:3]([CH:28]([CH3:30])[CH3:29])[CH2:4][CH2:5][C@H:6]([C@@H:8]1[C@:25]2([CH3:26])[C@H:11]([C@H:12]3[C@H:22]([CH2:23][CH2:24]2)[C@:20]2([CH3:21])[C:15](=[CH:16][C:17](=[N:32][OH:33])[CH2:18][CH2:19]2)[CH2:14][CH2:13]3)[CH2:10][CH2:9]1)[CH3:7]. The catalyst class is: 17. (4) Reactant: [Br:1][C:2]1[CH:9]=[CH:8][C:5]([CH2:6][NH2:7])=[C:4]([CH2:10][CH3:11])[CH:3]=1.C(N(CC)CC)C.[C:19](O[C:19]([O:21][C:22]([CH3:25])([CH3:24])[CH3:23])=[O:20])([O:21][C:22]([CH3:25])([CH3:24])[CH3:23])=[O:20]. Product: [C:22]([O:21][C:19](=[O:20])[NH:7][CH2:6][C:5]1[CH:8]=[CH:9][C:2]([Br:1])=[CH:3][C:4]=1[CH2:10][CH3:11])([CH3:25])([CH3:24])[CH3:23]. The catalyst class is: 20.